Dataset: Forward reaction prediction with 1.9M reactions from USPTO patents (1976-2016). Task: Predict the product of the given reaction. (1) The product is: [CH3:14][C:5]1[S:1][C:2]([C:6]2[CH:12]=[CH:11][CH:10]=[CH:9][C:7]=2[NH2:8])=[N:3][CH:4]=1. Given the reactants [S:1]1[CH:5]=[CH:4][N:3]=[C:2]1[C:6]1[CH:12]=[CH:11][CH:10]=[CH:9][C:7]=1[NH2:8].Cl[CH2:14]C=O, predict the reaction product. (2) Given the reactants CO[C:3]([C:5]1[NH:6][N:7]=[C:8]([O:10][CH2:11][C:12]2[C:13]([C:18]3[CH:23]=[CH:22][C:21]([F:24])=[CH:20][CH:19]=3)=[N:14][O:15][C:16]=2[CH3:17])[CH:9]=1)=[O:4].[CH3:25][N:26]([CH3:28])[NH2:27], predict the reaction product. The product is: [CH3:25][N:26]([CH3:28])[NH:27][C:3]([C:5]1[NH:6][N:7]=[C:8]([O:10][CH2:11][C:12]2[C:13]([C:18]3[CH:19]=[CH:20][C:21]([F:24])=[CH:22][CH:23]=3)=[N:14][O:15][C:16]=2[CH3:17])[CH:9]=1)=[O:4]. (3) Given the reactants [F:1][C:2]([F:42])([F:41])[C:3]1[CH:4]=[C:5]([CH:34]=[C:35]([C:37]([F:40])([F:39])[F:38])[CH:36]=1)[CH2:6][N:7]([CH2:13][C:14]1[CH:15]=[C:16]2[N:31]=[C:30]([CH3:32])[N:29]([CH3:33])[C:17]2=[N:18][C:19]=1[N:20]([CH2:25][CH:26]1[CH2:28][CH2:27]1)[CH2:21][CH:22]1[CH2:24][CH2:23]1)[C:8]1[N:9]=[N:10][NH:11][N:12]=1.[H-].[Na+].CI.[C:47](OCC)(=O)C, predict the reaction product. The product is: [F:42][C:2]([F:41])([F:1])[C:3]1[CH:4]=[C:5]([CH:34]=[C:35]([C:37]([F:38])([F:39])[F:40])[CH:36]=1)[CH2:6][N:7]([CH2:13][C:14]1[CH:15]=[C:16]2[N:31]=[C:30]([CH3:32])[N:29]([CH3:33])[C:17]2=[N:18][C:19]=1[N:20]([CH2:25][CH:26]1[CH2:28][CH2:27]1)[CH2:21][CH:22]1[CH2:24][CH2:23]1)[C:8]1[N:12]=[N:11][N:10]([CH3:47])[N:9]=1. (4) Given the reactants [OH:1][C:2]1[CH:7]=[CH:6][C:5]([CH2:8][C:9]([OH:11])=O)=[CH:4][CH:3]=1.[Cl:12][C:13]1[CH:18]=[CH:17][C:16]([CH:19]([C:21]2[CH:26]=[CH:25][C:24]([CH3:27])=[CH:23][C:22]=2[CH3:28])[NH2:20])=[CH:15][CH:14]=1, predict the reaction product. The product is: [Cl:12][C:13]1[CH:14]=[CH:15][C:16]([CH:19]([C:21]2[CH:26]=[CH:25][C:24]([CH3:27])=[CH:23][C:22]=2[CH3:28])[NH:20][C:9](=[O:11])[CH2:8][C:5]2[CH:4]=[CH:3][C:2]([OH:1])=[CH:7][CH:6]=2)=[CH:17][CH:18]=1. (5) Given the reactants [F:1][C:2]([CH3:18])([CH3:17])[CH2:3][NH:4][C@H:5]([CH3:16])[CH2:6][C:7]1[C:15]2[C:10](=[CH:11][CH:12]=[CH:13][CH:14]=2)[NH:9][CH:8]=1.[F:19][C:20]1[CH:27]=[C:26]([I:28])[CH:25]=[C:24]([F:29])[C:21]=1[CH:22]=O.C(O)(=O)C, predict the reaction product. The product is: [F:19][C:20]1[CH:27]=[C:26]([I:28])[CH:25]=[C:24]([F:29])[C:21]=1[C@@H:22]1[C:8]2[NH:9][C:10]3[C:15](=[CH:14][CH:13]=[CH:12][CH:11]=3)[C:7]=2[CH2:6][C@@H:5]([CH3:16])[N:4]1[CH2:3][C:2]([F:1])([CH3:17])[CH3:18].